From a dataset of Forward reaction prediction with 1.9M reactions from USPTO patents (1976-2016). Predict the product of the given reaction. (1) Given the reactants [C:1]([CH2:3][NH:4][C:5]([CH:7]1[CH2:12][CH2:11][CH2:10][CH2:9][CH:8]1[NH:13][C:14]([C:16]1[NH:17][C:18]2[C:23]([CH:24]=1)=[CH:22][CH:21]=[C:20]([Cl:25])[CH:19]=2)=[O:15])=[O:6])#[N:2].[H-].[Na+].[CH3:28]I, predict the reaction product. The product is: [C:1]([CH2:3][NH:4][C:5]([CH:7]1[CH2:12][CH2:11][CH2:10][CH2:9][CH:8]1[NH:13][C:14]([C:16]1[N:17]([CH3:28])[C:18]2[C:23]([CH:24]=1)=[CH:22][CH:21]=[C:20]([Cl:25])[CH:19]=2)=[O:15])=[O:6])#[N:2]. (2) Given the reactants Cl.Cl[CH2:3][CH2:4][N:5]1[CH2:10][CH2:9][O:8][CH2:7][CH2:6]1.[F:11][C:12]1[CH:17]=[CH:16][C:15]([F:18])=[CH:14][C:13]=1[CH:19]1[CH2:23][CH2:22][CH2:21][N:20]1[C:24]1[CH:25]=[CH:26][C:27]2[N:28]([C:30]([C:33]3[CH:34]=[N:35][NH:36][CH:37]=3)=[CH:31][N:32]=2)[N:29]=1.C(=O)([O-])[O-].[Cs+].[Cs+], predict the reaction product. The product is: [F:11][C:12]1[CH:17]=[CH:16][C:15]([F:18])=[CH:14][C:13]=1[CH:19]1[CH2:23][CH2:22][CH2:21][N:20]1[C:24]1[CH:25]=[CH:26][C:27]2[N:28]([C:30]([C:33]3[CH:37]=[N:36][N:35]([CH2:3][CH2:4][N:5]4[CH2:10][CH2:9][O:8][CH2:7][CH2:6]4)[CH:34]=3)=[CH:31][N:32]=2)[N:29]=1. (3) The product is: [Cl:10][C:11]1[CH:18]=[CH:17][CH:16]=[C:13]([CH2:14][C:40]2[CH:45]=[CH:44][C:43]([O:46][CH3:47])=[CH:42][C:41]=2[O:48][CH3:49])[C:12]=1[F:19]. Given the reactants BrCCBr.Cl[Si](C)(C)C.[Cl:10][C:11]1[C:12]([F:19])=[C:13]([CH:16]=[CH:17][CH:18]=1)[CH2:14]Br.C1(P(C2C=CC=CC=2)C2C=CC=CC=2)C=CC=CC=1.Br[C:40]1[CH:45]=[CH:44][C:43]([O:46][CH3:47])=[CH:42][C:41]=1[O:48][CH3:49], predict the reaction product. (4) Given the reactants Cl.[NH2:2][C@H:3]([C:14]([O:16][CH3:17])=[O:15])[CH2:4][C:5]1[C:13]2[C:8](=[CH:9][CH:10]=[CH:11][CH:12]=2)[NH:7][CH:6]=1.C(N(CC)CC)C.[CH3:25][C:26]1[CH:36]=[CH:35][CH:34]=[CH:33][C:27]=1[CH:28]=[CH:29][C:30](O)=[O:31].CCN=C=NCCCN(C)C.Cl, predict the reaction product. The product is: [CH3:25][C:26]1[CH:36]=[CH:35][CH:34]=[CH:33][C:27]=1[CH:28]=[CH:29][C:30]([NH:2][C@H:3]([C:14]([O:16][CH3:17])=[O:15])[CH2:4][C:5]1[C:13]2[C:8](=[CH:9][CH:10]=[CH:11][CH:12]=2)[NH:7][CH:6]=1)=[O:31]. (5) Given the reactants [C:1]([O:5][C:6](=[O:38])[NH:7][CH2:8][C:9]#[C:10][C:11]1[CH:12]=[C:13]2[C:18](=[CH:19][CH:20]=1)[N:17]=[CH:16][N:15]=[C:14]2[NH:21][C:22]1[CH:27]=[CH:26][C:25]([O:28][CH2:29][C:30]2[CH:35]=[CH:34][CH:33]=[C:32]([F:36])[CH:31]=2)=[C:24]([Cl:37])[CH:23]=1)([CH3:4])([CH3:3])[CH3:2].COCCO[AlH2-]OCCOC.[Na+], predict the reaction product. The product is: [C:1]([O:5][C:6](=[O:38])[NH:7][CH2:8][CH:9]=[CH:10][C:11]1[CH:12]=[C:13]2[C:18](=[CH:19][CH:20]=1)[N:17]=[CH:16][N:15]=[C:14]2[NH:21][C:22]1[CH:27]=[CH:26][C:25]([O:28][CH2:29][C:30]2[CH:35]=[CH:34][CH:33]=[C:32]([F:36])[CH:31]=2)=[C:24]([Cl:37])[CH:23]=1)([CH3:4])([CH3:2])[CH3:3]. (6) The product is: [CH3:1][O:2][C:3](=[O:24])[C:4]([NH:15][NH2:16])([CH3:14])[CH2:5][C:6]1[CH:11]=[CH:10][C:9]([O:12][CH:26]2[C:35]3[C:30](=[CH:31][CH:32]=[CH:33][CH:34]=3)[C:28](=[O:29])[O:27]2)=[C:8]([O:13][CH:5]2[C:6]3[C:7](=[CH:8][CH:9]=[CH:10][CH:11]=3)[C:36](=[O:37])[O:39]2)[CH:7]=1. Given the reactants [CH3:1][O:2][C:3](=[O:24])[C:4]([NH:15][NH:16]C(OC(C)(C)C)=O)([CH3:14])[CH2:5][C:6]1[CH:11]=[CH:10][C:9]([OH:12])=[C:8]([OH:13])[CH:7]=1.Br[CH:26]1[C:35]2[C:30](=[CH:31][CH:32]=[CH:33][CH:34]=2)[C:28](=[O:29])[O:27]1.[C:36]([O-:39])([O-])=[O:37].[Cs+].[Cs+], predict the reaction product.